Dataset: Reaction yield outcomes from USPTO patents with 853,638 reactions. Task: Predict the reaction yield, written as a fraction of the theoretical maximum amount of product (1.0 means a 100% yield; for example, 0.34 means a 34% yield). (1) The product is [CH:25]([O:28][C:29]1[CH:37]=[CH:36][C:32]([C:33]([NH:17][C:3]2[CH:4]=[CH:5][CH:6]=[C:7]([B:8]3[O:12][C:11]([CH3:13])([CH3:14])[C:10]([CH3:16])([CH3:15])[O:9]3)[C:2]=2[CH3:1])=[O:34])=[CH:31][CH:30]=1)([CH3:27])[CH3:26]. The catalyst is CN(C=O)C. The yield is 0.880. The reactants are [CH3:1][C:2]1[C:7]([B:8]2[O:12][C:11]([CH3:14])([CH3:13])[C:10]([CH3:16])([CH3:15])[O:9]2)=[CH:6][CH:5]=[CH:4][C:3]=1[NH2:17].C(N(CC)CC)C.[CH:25]([O:28][C:29]1[CH:37]=[CH:36][C:32]([C:33](O)=[O:34])=[CH:31][CH:30]=1)([CH3:27])[CH3:26].CN(C(ON1N=NC2C=CC=NC1=2)=[N+](C)C)C.F[P-](F)(F)(F)(F)F. (2) The reactants are Cl.[C@H:2]12[CH2:8][C@H:5]([NH:6][CH2:7]1)[CH2:4][N:3]2[C:9]([C:11]1[NH:12][C:13]2[C:18]([CH:19]=1)=[CH:17][CH:16]=[CH:15][CH:14]=2)=[O:10].C=O.[BH-](OC(C)=O)(OC(C)=O)O[C:24](C)=O.[Na+]. The catalyst is ClC(Cl)C. The product is [NH:12]1[C:13]2[C:18](=[CH:17][CH:16]=[CH:15][CH:14]=2)[CH:19]=[C:11]1[C:9]([N:3]1[CH2:4][C@@H:5]2[CH2:8][C@H:2]1[CH2:7][N:6]2[CH3:24])=[O:10]. The yield is 0.960.